From a dataset of Full USPTO retrosynthesis dataset with 1.9M reactions from patents (1976-2016). Predict the reactants needed to synthesize the given product. (1) Given the product [CH2:7]([C:5]1[S:6][C:2]([C:17]2([OH:20])[CH2:18][CH2:19][S:14][CH2:15][CH2:16]2)=[CH:3][C:4]=1[C:9]([O:11][CH2:12][CH3:13])=[O:10])[CH3:8], predict the reactants needed to synthesize it. The reactants are: Br[C:2]1[S:6][C:5]([CH2:7][CH3:8])=[C:4]([C:9]([O:11][CH2:12][CH3:13])=[O:10])[CH:3]=1.[S:14]1[CH2:19][CH2:18][C:17](=[O:20])[CH2:16][CH2:15]1. (2) Given the product [Br:1][CH2:2][CH2:3][P:4]([CH2:7][CH2:8][Br:9])(=[O:5])[O:6][CH2:12][CH3:13], predict the reactants needed to synthesize it. The reactants are: [Br:1][CH2:2][CH2:3][P:4]([CH2:7][CH2:8][Br:9])(=[O:6])[OH:5].C(OCC)(OCC)O[CH2:12][CH3:13]. (3) Given the product [CH3:2][O:3][C:4]1[CH:5]=[C:6]([C:12]2[C:13]([CH3:25])([CH3:24])[C:14](=[O:23])[N:15]([CH:17]3[CH2:22][CH2:21][N:20]([C:32]([C:31]4[CH:35]=[CH:36][C:28]([O:27][CH3:26])=[CH:29][CH:30]=4)=[O:33])[CH2:19][CH2:18]3)[N:16]=2)[CH:7]=[CH:8][C:9]=1[O:10][CH3:11], predict the reactants needed to synthesize it. The reactants are: Cl.[CH3:2][O:3][C:4]1[CH:5]=[C:6]([C:12]2[C:13]([CH3:25])([CH3:24])[C:14](=[O:23])[N:15]([CH:17]3[CH2:22][CH2:21][NH:20][CH2:19][CH2:18]3)[N:16]=2)[CH:7]=[CH:8][C:9]=1[O:10][CH3:11].[CH3:26][O:27][C:28]1[CH:36]=[CH:35][C:31]([C:32](Cl)=[O:33])=[CH:30][CH:29]=1. (4) Given the product [F:6][C:7]1[CH:8]=[C:9]2[C:14](=[CH:15][C:16]=1[F:17])[N:13]=[C:12](/[CH:18]=[CH:19]/[C:20]1[CH:39]=[CH:38][C:23]3[O:24][CH2:25][C:26]4[CH:37]=[CH:36][CH:35]=[CH:34][C:27]=4[CH:28]([O:29][CH2:30][C:31]([O-:33])=[O:32])[C:22]=3[CH:21]=1)[CH:11]=[CH:10]2.[Na+:41], predict the reactants needed to synthesize it. The reactants are: O1CCCC1.[F:6][C:7]1[CH:8]=[C:9]2[C:14](=[CH:15][C:16]=1[F:17])[N:13]=[C:12](/[CH:18]=[CH:19]/[C:20]1[CH:39]=[CH:38][C:23]3[O:24][CH2:25][C:26]4[CH:37]=[CH:36][CH:35]=[CH:34][C:27]=4[CH:28]([O:29][CH2:30][C:31]([OH:33])=[O:32])[C:22]=3[CH:21]=1)[CH:11]=[CH:10]2.[OH-].[Na+:41]. (5) Given the product [CH2:19]([C:10]1[C:9]([OH:8])=[C:14]([CH3:15])[N:13]=[C:12]([N:16]([CH3:18])[CH3:17])[N:11]=1)[CH2:20][CH2:21][CH2:22][CH2:23][CH2:24][CH2:25][CH2:26][CH2:27][CH3:28], predict the reactants needed to synthesize it. The reactants are: C([O:8][C:9]1[C:10]([CH2:19][CH2:20][CH2:21][CH2:22][CH2:23][CH2:24][CH2:25][CH2:26][CH2:27][CH3:28])=[N:11][C:12]([N:16]([CH3:18])[CH3:17])=[N:13][C:14]=1[CH3:15])C1C=CC=CC=1. (6) Given the product [CH:18]1([CH2:21][NH:22][CH:14]2[CH2:15][CH2:16][N:11]([C:9]([O:8][CH2:1][C:2]3[CH:7]=[CH:6][CH:5]=[CH:4][CH:3]=3)=[O:10])[CH2:12][CH2:13]2)[CH2:20][CH2:19]1, predict the reactants needed to synthesize it. The reactants are: [CH2:1]([O:8][C:9]([N:11]1[CH2:16][CH2:15][C:14](=O)[CH2:13][CH2:12]1)=[O:10])[C:2]1[CH:7]=[CH:6][CH:5]=[CH:4][CH:3]=1.[CH:18]1([CH2:21][NH2:22])[CH2:20][CH2:19]1.C(O[BH-](OC(=O)C)OC(=O)C)(=O)C.[Na+]. (7) Given the product [Cl:14][C:15]1[CH:20]=[CH:19][CH:18]=[CH:17][C:16]=1[C:21]1[CH:25]=[N:24][N:23]([C:2]([O:4][C:5]2[CH:10]=[CH:9][C:8]([N+:11]([O-:13])=[O:12])=[CH:7][CH:6]=2)=[O:3])[CH:22]=1, predict the reactants needed to synthesize it. The reactants are: Cl[C:2]([O:4][C:5]1[CH:10]=[CH:9][C:8]([N+:11]([O-:13])=[O:12])=[CH:7][CH:6]=1)=[O:3].[Cl:14][C:15]1[CH:20]=[CH:19][CH:18]=[CH:17][C:16]=1[C:21]1[CH:22]=[N:23][NH:24][CH:25]=1.O.